Dataset: Reaction yield outcomes from USPTO patents with 853,638 reactions. Task: Predict the reaction yield, written as a fraction of the theoretical maximum amount of product (1.0 means a 100% yield; for example, 0.34 means a 34% yield). (1) The reactants are [Br:1][C:2]1[N:7]=[C:6]([NH2:8])[C:5]([N+:9]([O-])=O)=[CH:4][CH:3]=1.CC(O)=O.CO. The catalyst is [Zn].CCO. The product is [Br:1][C:2]1[N:7]=[C:6]([NH2:8])[C:5]([NH2:9])=[CH:4][CH:3]=1. The yield is 0.600. (2) The reactants are [NH2:1][C:2]1[CH:3]=[CH:4][CH:5]=[C:6]2[C:10]=1[NH:9][C:8]([C:11]([O:13][CH2:14][CH3:15])=[O:12])=[CH:7]2.[S:16]1[CH:20]=[CH:19][CH:18]=[C:17]1[C:21](O)=[O:22].C(N(C(C)C)C(C)C)C.F[P-](F)(F)(F)(F)F.N1(OC(N(C)C)=[N+](C)C)C2N=CC=CC=2N=N1. The catalyst is C(OCC)(=O)C.CN(C)C=O. The product is [S:16]1[CH:20]=[CH:19][CH:18]=[C:17]1[C:21]([NH:1][C:2]1[CH:3]=[CH:4][CH:5]=[C:6]2[C:10]=1[NH:9][C:8]([C:11]([O:13][CH2:14][CH3:15])=[O:12])=[CH:7]2)=[O:22]. The yield is 0.830. (3) The reactants are O[C:2]1[CH:7]=[CH:6][C:5]([C:8]2[O:9][C:10]3[C:15]([C:16](=[O:18])[CH:17]=2)=[CH:14][CH:13]=[CH:12][CH:11]=3)=[CH:4][CH:3]=1.[CH3:19][C:20]([O:22]C(C)=O)=[O:21].CCN(CC)CC.O. The yield is 0.910. The product is [O:18]=[C:16]1[C:15]2[C:10](=[CH:11][CH:12]=[CH:13][CH:14]=2)[O:9][C:8]([C:5]2[CH:6]=[CH:7][C:2]([CH2:19][C:20]([OH:22])=[O:21])=[CH:3][CH:4]=2)=[CH:17]1.[C:20]([OH:22])(=[O:21])[CH3:19]. The catalyst is CN(C1C=CN=CC=1)C.C(Cl)Cl. (4) The reactants are Cl[C:2]1[CH:3]=[C:4]([C:9]2[N:13]3[C:14]4[N:22]=[C:21]([O:23][CH3:24])[CH:20]=[CH:19][C:15]=4[N:16]=[C:17]([CH3:18])[C:12]3=[C:11]([CH3:25])[N:10]=2)[CH:5]=[C:6](Cl)[CH:7]=1.[F:26][C:27]([F:39])([F:38])[O:28]C1C=CC=CC=1B(O)O.C([O-])([O-])=O.[K+].[K+]. The catalyst is C1C=CC([P]([Pd]([P](C2C=CC=CC=2)(C2C=CC=CC=2)C2C=CC=CC=2)([P](C2C=CC=CC=2)(C2C=CC=CC=2)C2C=CC=CC=2)[P](C2C=CC=CC=2)(C2C=CC=CC=2)C2C=CC=CC=2)(C2C=CC=CC=2)C2C=CC=CC=2)=CC=1. The product is [CH3:24][O:23][C:21]1[CH:20]=[CH:19][C:15]2[N:16]=[C:17]([CH3:18])[C:12]3[N:13]([C:9]([C:4]4[CH:5]=[CH:6][CH:7]=[CH:2][C:3]=4[O:28][C:27]([F:39])([F:38])[F:26])=[N:10][C:11]=3[CH3:25])[C:14]=2[N:22]=1. The yield is 0.950. (5) The yield is 0.960. The product is [CH2:1]([O:3][C:4]([C:6]12[CH2:8][CH:7]1[CH:9]=[CH:10][CH2:33][CH2:32][CH2:31][CH2:30][CH2:29][CH:28]([NH:36][C:37]([O:39][C:40]([CH3:42])([CH3:43])[CH3:41])=[O:38])[C:27](=[O:44])[N:15]1[CH:14]([CH2:18][CH:17]([O:19][Si:20]([C:23]([CH3:24])([CH3:26])[CH3:25])([CH3:21])[CH3:22])[CH2:16]1)[C:12](=[O:13])[NH:11]2)=[O:5])[CH3:2]. The reactants are [CH2:1]([O:3][C:4]([C:6]1([NH:11][C:12]([CH:14]2[CH2:18][CH:17]([O:19][Si:20]([C:23]([CH3:26])([CH3:25])[CH3:24])([CH3:22])[CH3:21])[CH2:16][N:15]2[C:27](=[O:44])[CH:28]([NH:36][C:37]([O:39][C:40]([CH3:43])([CH3:42])[CH3:41])=[O:38])[CH2:29][CH2:30][CH2:31][CH2:32][CH2:33]C=C)=[O:13])[CH2:8][CH:7]1[CH:9]=[CH2:10])=[O:5])[CH3:2].C1(P(C2CCCCC2)C2CCCCC2)CCCCC1. The catalyst is C(Cl)Cl. (6) The reactants are [CH3:1][C:2]1[CH:3]=[C:4]([N:9]2[CH2:14][CH2:13][NH:12][CH2:11][CH2:10]2)[CH:5]=[CH:6][C:7]=1[CH3:8].BrC1C=CC(S(O[CH2:26][C@@H:27]2[O:41][C:31]3=[C:32]4[C:37](=[CH:38][CH:39]=[C:30]3[O:29][CH2:28]2)[N:36]=[C:35]([CH3:40])[CH:34]=[CH:33]4)(=O)=O)=CC=1. No catalyst specified. The product is [CH3:1][C:2]1[CH:3]=[C:4]([N:9]2[CH2:10][CH2:11][N:12]([CH2:26][C@@H:27]3[O:41][C:31]4=[C:32]5[C:37](=[CH:38][CH:39]=[C:30]4[O:29][CH2:28]3)[N:36]=[C:35]([CH3:40])[CH:34]=[CH:33]5)[CH2:13][CH2:14]2)[CH:5]=[CH:6][C:7]=1[CH3:8]. The yield is 0.680. (7) The reactants are [CH3:1][O:2][C:3](=[O:25])[C:4]1[CH:9]=[C:8]([C:10]#[C:11][CH2:12][O:13][CH:14]2[CH2:19][CH2:18][CH2:17][CH2:16][O:15]2)[C:7]([C:20]([F:23])([F:22])[F:21])=[CH:6][C:5]=1[NH2:24]. The catalyst is [Pd].C1COCC1. The product is [CH3:1][O:2][C:3](=[O:25])[C:4]1[CH:9]=[C:8]([CH2:10][CH2:11][CH2:12][O:13][CH:14]2[CH2:19][CH2:18][CH2:17][CH2:16][O:15]2)[C:7]([C:20]([F:21])([F:23])[F:22])=[CH:6][C:5]=1[NH2:24]. The yield is 0.890.